Dataset: Reaction yield outcomes from USPTO patents with 853,638 reactions. Task: Predict the reaction yield, written as a fraction of the theoretical maximum amount of product (1.0 means a 100% yield; for example, 0.34 means a 34% yield). The reactants are [NH2:1][C:2]1[CH:7]=[CH:6][C:5]([OH:8])=[CH:4][C:3]=1[F:9].CC(C)([O-:13])C.[K+].Cl[C:17]1[CH:22]=[CH:21][N:20]=[C:19]([CH2:23][NH-:24])[CH:18]=1.[OH-].[Na+]. The catalyst is CS(C)=O. The product is [NH2:1][C:2]1[CH:7]=[CH:6][C:5]([O:8][C:17]2[CH:22]=[CH:21][N:20]=[C:19]([C:23]([NH2:24])=[O:13])[CH:18]=2)=[CH:4][C:3]=1[F:9]. The yield is 0.743.